From a dataset of Catalyst prediction with 721,799 reactions and 888 catalyst types from USPTO. Predict which catalyst facilitates the given reaction. Reactant: C([O:5][C:6](=[O:21])[CH2:7][N:8]([C:11](=[O:20])[NH:12][CH2:13][C:14]1[CH:19]=[CH:18][CH:17]=[CH:16][CH:15]=1)[NH:9][CH3:10])(C)(C)C.O1CCOCC1. Product: [CH2:13]([NH:12][C:11]([N:8]([CH2:7][C:6]([OH:21])=[O:5])[NH:9][CH3:10])=[O:20])[C:14]1[CH:15]=[CH:16][CH:17]=[CH:18][CH:19]=1. The catalyst class is: 33.